This data is from Forward reaction prediction with 1.9M reactions from USPTO patents (1976-2016). The task is: Predict the product of the given reaction. (1) The product is: [Cl:1][C:2]([N:25]([C@@H:23]([C:13]1[C:22]2[C:17](=[CH:18][CH:19]=[CH:20][CH:21]=2)[CH:16]=[CH:15][CH:14]=1)[CH3:24])[C@H:26]1[CH2:30][CH2:29][N:28]([C:31]([O:33][C:34]([CH3:36])([CH3:35])[CH3:37])=[O:32])[CH2:27]1)=[O:4].[Cl:1][C:2]([N:25]([C@@H:23]([C:13]1[C:22]2[C:17](=[CH:18][CH:19]=[CH:20][CH:21]=2)[CH:16]=[CH:15][CH:14]=1)[CH3:24])[C@@H:26]1[CH2:30][CH2:29][N:28]([C:31]([O:33][C:34]([CH3:36])([CH3:35])[CH3:37])=[O:32])[CH2:27]1)=[O:4]. Given the reactants [Cl:1][C:2](Cl)([O:4]C(=O)OC(Cl)(Cl)Cl)Cl.[C:13]1([CH:23]([NH:25][C@@H:26]2[CH2:30][CH2:29][N:28]([C:31]([O:33][C:34]([CH3:37])([CH3:36])[CH3:35])=[O:32])[CH2:27]2)[CH3:24])[C:22]2[C:17](=[CH:18][CH:19]=[CH:20][CH:21]=2)[CH:16]=[CH:15][CH:14]=1.C(N(CC)CC)C.O, predict the reaction product. (2) Given the reactants [C:1]([C:3]1[C:4]([O:39][CH3:40])=[C:5]([CH2:13][N:14]([CH3:38])[C:15](=[O:37])[CH:16]([NH:24][CH:25]2[CH2:29][CH2:28][N:27](C(OC(C)(C)C)=O)[CH2:26]2)[C:17]2[CH:22]=[CH:21][C:20]([F:23])=[CH:19][CH:18]=2)[C:6]2[C:11]([CH:12]=1)=[CH:10][CH:9]=[CH:8][CH:7]=2)#[N:2].C=O.[BH3-][C:44]#N.[Na+].CCOC(C)=O, predict the reaction product. The product is: [C:1]([C:3]1[C:4]([O:39][CH3:40])=[C:5]([CH2:13][N:14]([CH3:38])[C:15](=[O:37])[CH:16]([C:17]2[CH:22]=[CH:21][C:20]([F:23])=[CH:19][CH:18]=2)[N:24]([CH3:44])[CH:25]2[CH2:29][CH2:28][NH:27][CH2:26]2)[C:6]2[C:11]([CH:12]=1)=[CH:10][CH:9]=[CH:8][CH:7]=2)#[N:2].